This data is from Reaction yield outcomes from USPTO patents with 853,638 reactions. The task is: Predict the reaction yield, written as a fraction of the theoretical maximum amount of product (1.0 means a 100% yield; for example, 0.34 means a 34% yield). (1) The reactants are Cl[C:2]1[N:7]2[N:8]=[C:9](C)[CH:10]=[C:6]2[N:5]=[C:4]([NH:12][C:13](=[O:24])[C:14]2[CH:19]=[CH:18][C:17]([C:20]([OH:23])([CH3:22])[CH3:21])=[CH:16][CH:15]=2)[CH:3]=1.[O:25]1[C:29]2[CH:30]=[CH:31][C:32](B(O)O)=[CH:33][C:28]=2[O:27][CH2:26]1.O1CCOCC1. The catalyst is CO.C1C=CC(P(C2C=CC=CC=2)[C-]2C=CC=C2)=CC=1.C1C=CC(P(C2C=CC=CC=2)[C-]2C=CC=C2)=CC=1.Cl[Pd]Cl.[Fe+2]. The product is [O:25]1[C:29]2[CH:30]=[CH:31][C:32]([C:2]3[N:7]4[N:8]=[CH:9][CH:10]=[C:6]4[N:5]=[C:4]([NH:12][C:13](=[O:24])[C:14]4[CH:19]=[CH:18][C:17]([C:20]([OH:23])([CH3:22])[CH3:21])=[CH:16][CH:15]=4)[CH:3]=3)=[CH:33][C:28]=2[O:27][CH2:26]1. The yield is 0.470. (2) The catalyst is O.C1COCC1.[Ni]. The reactants are [NH2:1][C:2]1[N:3]=[CH:4][C:5]2[CH2:6][C:7](=[O:24])[NH:8][C:9]3[CH:16]=[C:15]([Cl:17])[C:14]([C:18]#[C:19][CH2:20][N:21]([CH3:23])[CH3:22])=[CH:13][C:10]=3[C:11]=2[N:12]=1. The yield is 0.520. The product is [NH2:1][C:2]1[N:3]=[CH:4][C:5]2[CH2:6][C:7](=[O:24])[NH:8][C:9]3[CH:16]=[C:15]([Cl:17])[C:14]([CH2:18][CH2:19][CH2:20][N:21]([CH3:22])[CH3:23])=[CH:13][C:10]=3[C:11]=2[N:12]=1. (3) The reactants are [Cl:1][C:2]1[C:3]([N:8]2[C:12](O)([C:13]([O:15][CH2:16][CH3:17])=[O:14])[CH2:11][C:10]([C:19]([F:22])([F:21])[F:20])=[N:9]2)=[N:4][CH:5]=[CH:6][CH:7]=1. The catalyst is S(=O)(=O)(O)O.C(O)(=O)C. The product is [Cl:1][C:2]1[C:3]([N:8]2[C:12]([C:13]([O:15][CH2:16][CH3:17])=[O:14])=[CH:11][C:10]([C:19]([F:22])([F:20])[F:21])=[N:9]2)=[N:4][CH:5]=[CH:6][CH:7]=1. The yield is 0.770. (4) The reactants are [Cl:1][C:2]1[CH:36]=[CH:35][C:5]([CH2:6][N:7]2[C:15]3[C:14](=[O:16])[N:13]([CH2:17][CH:18]4[CH2:20][O:19]4)[C:12](=[O:21])[N:11]([CH3:22])[C:10]=3[N:9]=[C:8]2[O:23][C:24]2[CH:29]=[CH:28][CH:27]=[C:26]([O:30][C:31]([F:34])([F:33])[F:32])[CH:25]=2)=[CH:4][CH:3]=1.Cl.[CH3:38][NH:39][CH3:40].Cl([O-])(=O)(=O)=O.[Li+]. The catalyst is C1COCC1.C(OCC)(=O)C.O. The product is [Cl:1][C:2]1[CH:3]=[CH:4][C:5]([CH2:6][N:7]2[C:15]3[C:14](=[O:16])[N:13]([CH2:17][CH:18]([OH:19])[CH2:20][N:39]([CH3:40])[CH3:38])[C:12](=[O:21])[N:11]([CH3:22])[C:10]=3[N:9]=[C:8]2[O:23][C:24]2[CH:29]=[CH:28][CH:27]=[C:26]([O:30][C:31]([F:33])([F:32])[F:34])[CH:25]=2)=[CH:35][CH:36]=1. The yield is 0.462.